This data is from Reaction yield outcomes from USPTO patents with 853,638 reactions. The task is: Predict the reaction yield, written as a fraction of the theoretical maximum amount of product (1.0 means a 100% yield; for example, 0.34 means a 34% yield). (1) The reactants are [CH2:1]([O:3][C:4]([C:6]1([NH:11][C:12]([CH:14]2[CH2:18][CH:17]([O:19][Si:20]([C:23]([CH3:26])([CH3:25])[CH3:24])([CH3:22])[CH3:21])[CH2:16][N:15]2[C:27](=[O:44])[CH:28]([NH:36][C:37]([O:39][C:40]([CH3:43])([CH3:42])[CH3:41])=[O:38])[CH2:29][CH2:30][CH2:31][CH2:32][CH2:33]C=C)=[O:13])[CH2:8][CH:7]1[CH:9]=[CH2:10])=[O:5])[CH3:2].C1(P(C2CCCCC2)C2CCCCC2)CCCCC1. The catalyst is C(Cl)Cl. The product is [CH2:1]([O:3][C:4]([C:6]12[CH2:8][CH:7]1[CH:9]=[CH:10][CH2:33][CH2:32][CH2:31][CH2:30][CH2:29][CH:28]([NH:36][C:37]([O:39][C:40]([CH3:42])([CH3:43])[CH3:41])=[O:38])[C:27](=[O:44])[N:15]1[CH:14]([CH2:18][CH:17]([O:19][Si:20]([C:23]([CH3:24])([CH3:26])[CH3:25])([CH3:21])[CH3:22])[CH2:16]1)[C:12](=[O:13])[NH:11]2)=[O:5])[CH3:2]. The yield is 0.960. (2) The reactants are [CH3:1][N:2]([CH3:6])[C:3](Cl)=[O:4].[CH3:7][O:8][C:9]1[CH:14]=[CH:13][C:12]([N:15]2[C:19]([C:20]3[CH:25]=[CH:24][C:23]([O:26][CH3:27])=[CH:22][CH:21]=3)=[N:18][C:17]([OH:28])=[N:16]2)=[CH:11][CH:10]=1.N1C=CC=CC=1.O. The catalyst is ClCCl.C(OCC)(=O)C. The product is [CH3:1][N:2]([CH3:6])[C:3](=[O:4])[O:28][C:17]1[N:18]=[C:19]([C:20]2[CH:25]=[CH:24][C:23]([O:26][CH3:27])=[CH:22][CH:21]=2)[N:15]([C:12]2[CH:11]=[CH:10][C:9]([O:8][CH3:7])=[CH:14][CH:13]=2)[N:16]=1. The yield is 0.355. (3) The reactants are Br[C:2]1[CH:22]=[N:21][C:5]2[NH:6][C:7](=[O:20])[CH2:8][N:9]([CH2:10][C:11]3[C:16]([F:17])=[CH:15][CH:14]=[C:13]([F:18])[C:12]=3[Cl:19])[C:4]=2[CH:3]=1.[CH3:23][N:24]1[CH2:29][CH2:28][N:27]([C:30]2[CH:35]=[CH:34][C:33](B3OC(C)(C)C(C)(C)O3)=[CH:32][N:31]=2)[CH2:26][CH2:25]1.C([O-])(=O)C.C1(P(C2C=CC=CC=2)C2C=CC=CC=2)C=CC=CC=1. The catalyst is C(O)CC.[Pd]. The product is [Cl:19][C:12]1[C:13]([F:18])=[CH:14][CH:15]=[C:16]([F:17])[C:11]=1[CH2:10][N:9]1[CH2:8][C:7](=[O:20])[NH:6][C:5]2[N:21]=[CH:22][C:2]([C:33]3[CH:32]=[N:31][C:30]([N:27]4[CH2:26][CH2:25][N:24]([CH3:23])[CH2:29][CH2:28]4)=[CH:35][CH:34]=3)=[CH:3][C:4]1=2. The yield is 0.290. (4) The reactants are FC1C(F)=CC([C:9]2[CH:14]=[CH:13][N:12]=[CH:11][C:10]=2[N:15](CCS(C)(=O)=O)[C:16](=O)C2C=C(C(F)(F)F)N=C(C(F)(F)F)C=2)=C(OC)C=1.[F:40][C:41]1[CH:46]=[C:45]([F:47])[C:44]([O:48][CH3:49])=[CH:43][C:42]=1B(O)O.[F-].[K+].C1(P(C2C=CC=CC=2)C2C=CC=CC=2)C=CC=CC=1. The catalyst is C1COCC1.O.C1C=CC(/C=C/C(/C=C/C2C=CC=CC=2)=O)=CC=1.C1C=CC(/C=C/C(/C=C/C2C=CC=CC=2)=O)=CC=1.C1C=CC(/C=C/C(/C=C/C2C=CC=CC=2)=O)=CC=1.[Pd].[Pd]. The product is [F:40][C:41]1[CH:46]=[C:45]([F:47])[C:44]([O:48][CH3:49])=[CH:43][C:42]=1[C:9]1[CH:14]=[CH:13][N:12]=[CH:11][C:10]=1[NH:15][CH3:16]. The yield is 0.700. (5) The reactants are [Br:1][C:2]1[C:3]([N:9]2[CH2:14][CH2:13][O:12][CH2:11][C@@H:10]2[C:15]([OH:17])=O)=[N:4][C:5]([Cl:8])=[N:6][CH:7]=1.ON1C2C=CC=CC=2N=N1.Cl.C(N=C=NCCCN(C)C)C.[Cl:40][C:41]1[CH:46]=[CH:45][C:44]([C@@H:47]([NH2:49])[CH3:48])=[CH:43][CH:42]=1. The catalyst is C1COCC1. The product is [Br:1][C:2]1[C:3]([N:9]2[CH2:14][CH2:13][O:12][CH2:11][CH:10]2[C:15]([NH:49][C@H:47]([C:44]2[CH:45]=[CH:46][C:41]([Cl:40])=[CH:42][CH:43]=2)[CH3:48])=[O:17])=[N:4][C:5]([Cl:8])=[N:6][CH:7]=1. The yield is 0.722. (6) The product is [F:29][C:19]1[CH:18]=[C:17]([C:10]2[N:9]=[C:8]([NH:30][C:31]3[CH:32]=[C:33]4[C:37](=[CH:38][CH:39]=3)[NH:36][N:35]=[CH:34]4)[C:7]3[C:12](=[CH:13][C:14]([O:15][CH3:16])=[C:5]([O:4][CH2:3][CH2:2][N:43]4[CH2:47][CH2:46][CH2:45][CH2:44]4)[CH:6]=3)[N:11]=2)[CH:22]=[CH:21][C:20]=1[C:23]1[CH:28]=[CH:27][CH:26]=[CH:25][CH:24]=1. The catalyst is CS(C)=O. The reactants are Cl[CH2:2][CH2:3][O:4][C:5]1[CH:6]=[C:7]2[C:12](=[CH:13][C:14]=1[O:15][CH3:16])[N:11]=[C:10]([C:17]1[CH:22]=[CH:21][C:20]([C:23]3[CH:28]=[CH:27][CH:26]=[CH:25][CH:24]=3)=[C:19]([F:29])[CH:18]=1)[N:9]=[C:8]2[NH:30][C:31]1[CH:32]=[C:33]2[C:37](=[CH:38][CH:39]=1)[N:36](C([O-])=O)[N:35]=[CH:34]2.[NH:43]1[CH2:47][CH2:46][CH2:45][CH2:44]1.O. The yield is 0.840. (7) The reactants are [Br:1][C:2]1[CH:7]=[CH:6][C:5]([CH:8]([OH:14])[CH2:9][NH:10][CH2:11][CH2:12][OH:13])=[CH:4][C:3]=1[F:15].[C:16](O[C:16]([O:18][C:19]([CH3:22])([CH3:21])[CH3:20])=[O:17])([O:18][C:19]([CH3:22])([CH3:21])[CH3:20])=[O:17]. The catalyst is O1CCCC1. The product is [C:19]([O:18][C:16](=[O:17])[N:10]([CH2:9][CH:8]([C:5]1[CH:6]=[CH:7][C:2]([Br:1])=[C:3]([F:15])[CH:4]=1)[OH:14])[CH2:11][CH2:12][OH:13])([CH3:22])([CH3:21])[CH3:20]. The yield is 0.665. (8) The reactants are [Cl:1][C:2]1[CH:3]=[C:4]2[CH:10]=[CH:9][NH:8][C:5]2=[N:6][CH:7]=1.[OH-].[K+].[CH2:13]([N:15]1[C:19]([CH:20]=[O:21])=[CH:18][C:17]([NH:22][CH2:23][C:24]2[CH:29]=[CH:28][C:27]([F:30])=[CH:26][CH:25]=2)=[N:16]1)[CH3:14]. The catalyst is CO. The product is [Cl:1][C:2]1[CH:3]=[C:4]2[C:10]([C:20]([C:19]3[N:15]([CH2:13][CH3:14])[N:16]=[C:17]([NH:22][CH2:23][C:24]4[CH:29]=[CH:28][C:27]([F:30])=[CH:26][CH:25]=4)[CH:18]=3)=[O:21])=[CH:9][NH:8][C:5]2=[N:6][CH:7]=1. The yield is 0.0200. (9) The reactants are Cl[C:2]1[CH:3]=[C:4]([C:17]([OH:19])=[O:18])[C:5]2[CH:10]=[N:9][N:8]([CH:11]3[CH2:16][CH2:15][CH2:14][CH2:13][O:12]3)[C:6]=2[N:7]=1.[CH2:20]([O:27][C:28]1[CH:33]=[CH:32][C:31](B(O)O)=[C:30]([F:37])[CH:29]=1)[C:21]1[CH:26]=[CH:25][CH:24]=[CH:23][CH:22]=1.C(=O)([O-])[O-].[K+].[K+].O. The catalyst is COCCOC. The product is [CH2:20]([O:27][C:28]1[CH:33]=[CH:32][C:31]([C:2]2[CH:3]=[C:4]([C:17]([OH:19])=[O:18])[C:5]3[CH:10]=[N:9][N:8]([CH:11]4[CH2:16][CH2:15][CH2:14][CH2:13][O:12]4)[C:6]=3[N:7]=2)=[C:30]([F:37])[CH:29]=1)[C:21]1[CH:22]=[CH:23][CH:24]=[CH:25][CH:26]=1. The yield is 0.230.